Dataset: Forward reaction prediction with 1.9M reactions from USPTO patents (1976-2016). Task: Predict the product of the given reaction. (1) Given the reactants [NH2:1][C:2]1[CH:3]=[C:4]([C:23]2[CH:28]=[CH:27][C:26]([F:29])=[C:25]([F:30])[CH:24]=2)[CH:5]=[CH:6][C:7]=1[C:8]([NH:10][C@@H:11]([C:19]([O:21][CH3:22])=[O:20])[C@H:12]([CH3:18])[O:13][C:14]([CH3:17])([CH3:16])[CH3:15])=[O:9].[N:31]([C:34]1[C:39]([CH3:40])=[CH:38][C:37]([CH3:41])=[CH:36][C:35]=1[CH3:42])=[C:32]=[O:33], predict the reaction product. The product is: [F:30][C:25]1[CH:24]=[C:23]([C:4]2[CH:5]=[CH:6][C:7]([C:8]([NH:10][C@@H:11]([C:19]([O:21][CH3:22])=[O:20])[C@H:12]([CH3:18])[O:13][C:14]([CH3:17])([CH3:16])[CH3:15])=[O:9])=[C:2]([NH:1][C:32]([NH:31][C:34]3[C:35]([CH3:42])=[CH:36][C:37]([CH3:41])=[CH:38][C:39]=3[CH3:40])=[O:33])[CH:3]=2)[CH:28]=[CH:27][C:26]=1[F:29]. (2) Given the reactants FC(F)(F)C(O)=O.[CH3:8][NH:9][CH2:10][C:11]1[CH:12]=[C:13]([C:17]2[CH:22]=[CH:21][C:20]([CH2:23][CH:24]3[S:28][C:27](=[O:29])[NH:26][C:25]3=[O:30])=[CH:19][CH:18]=2)[CH:14]=[CH:15][CH:16]=1.[CH3:31][O:32][C:33]1[CH:41]=[CH:40][C:36]([C:37](Cl)=[O:38])=[CH:35][CH:34]=1, predict the reaction product. The product is: [O:29]=[C:27]1[NH:26][C:25](=[O:30])[CH:24]([CH2:23][C:20]2[CH:19]=[CH:18][C:17]([C:13]3[CH:14]=[CH:15][CH:16]=[C:11]([CH2:10][N:9]([CH3:8])[C:37](=[O:38])[C:36]4[CH:40]=[CH:41][C:33]([O:32][CH3:31])=[CH:34][CH:35]=4)[CH:12]=3)=[CH:22][CH:21]=2)[S:28]1. (3) The product is: [F:1][C:2]1[CH:18]=[CH:17][C:5]([O:6][C:7]2[CH:12]=[CH:11][C:10]([CH2:13][CH2:14][C:15](=[NH:23])[NH2:16])=[CH:9][CH:8]=2)=[CH:4][CH:3]=1. Given the reactants [F:1][C:2]1[CH:18]=[CH:17][C:5]([O:6][C:7]2[CH:12]=[CH:11][C:10]([CH2:13][CH2:14][C:15]#[N:16])=[CH:9][CH:8]=2)=[CH:4][CH:3]=1.C(Cl)(C)=O.[NH3:23], predict the reaction product. (4) Given the reactants [Cl:1][C:2]1[CH:3]=[C:4]([CH:17]=[CH:18][C:19]=1[O:20][CH2:21][C:22]1[CH:27]=[CH:26][CH:25]=[C:24]([F:28])[CH:23]=1)[NH:5][C:6]1[C:15]2[C:10](=[CH:11][CH:12]=[CH:13][C:14]=2[OH:16])[N:9]=[CH:8][N:7]=1.Br[CH2:30][CH2:31][Cl:32].C(=O)([O-])[O-].[Cs+].[Cs+], predict the reaction product. The product is: [Cl:1][C:2]1[CH:3]=[C:4]([CH:17]=[CH:18][C:19]=1[O:20][CH2:21][C:22]1[CH:27]=[CH:26][CH:25]=[C:24]([F:28])[CH:23]=1)[NH:5][C:6]1[C:15]2[C:10](=[CH:11][CH:12]=[CH:13][C:14]=2[O:16][CH2:30][CH2:31][Cl:32])[N:9]=[CH:8][N:7]=1. (5) Given the reactants [CH3:1][C:2]1([CH3:14])[C:6]([CH3:8])([CH3:7])[O:5][B:4]([C:9]2[CH:10]=[N:11][NH:12][CH:13]=2)[O:3]1.[H-].[Na+].[CH3:17][Si:18]([CH2:21][CH2:22][O:23][CH2:24]Cl)([CH3:20])[CH3:19], predict the reaction product. The product is: [CH3:1][C:2]1([CH3:14])[C:6]([CH3:7])([CH3:8])[O:5][B:4]([C:9]2[CH:13]=[N:12][N:11]([CH2:24][O:23][CH2:22][CH2:21][Si:18]([CH3:20])([CH3:19])[CH3:17])[CH:10]=2)[O:3]1. (6) The product is: [CH2:7]([N:19]([CH2:20][CH2:21][Cl:22])[CH2:18][CH2:17][Cl:16])[C:8]1[CH:13]=[CH:12][CH:11]=[CH:10][CH:9]=1. Given the reactants C(=O)([O-])[O-].[K+].[K+].[CH2:7](Br)[C:8]1[CH:13]=[CH:12][CH:11]=[CH:10][CH:9]=1.Cl.[Cl:16][CH2:17][CH2:18][NH:19][CH2:20][CH2:21][Cl:22], predict the reaction product. (7) Given the reactants [CH3:1][CH2:2][CH2:3][CH2:4][N:5]([C:16]1[N:21]=[CH:20][N:19]=[C:18]([N:22]([CH:40]2[CH2:45][C:44]([CH3:47])([CH3:46])[NH:43][C:42]([CH3:49])([CH3:48])[CH2:41]2)[CH2:23][CH2:24][CH2:25][CH2:26][CH2:27][CH2:28][NH:29][CH:30]2[CH2:35][C:34]([CH3:37])([CH3:36])[NH:33][C:32]([CH3:39])([CH3:38])[CH2:31]2)[N:17]=1)[CH:6]1[CH2:11][C:10]([CH3:13])([CH3:12])[NH:9][C:8]([CH3:15])([CH3:14])[CH2:7]1.OO.[OH2:52].O.O.O.O.O.O.O.O.O.C(=O)([O-])[O-].[Na+].[Na+], predict the reaction product. The product is: [CH3:1][CH2:2][CH2:3][CH2:4][N:5]([C:16]1[N:21]=[CH:20][N:19]=[C:18]([N:22]([CH:40]2[CH2:45][C:44]([CH3:47])([CH3:46])[NH:43][C:42]([CH3:48])([CH3:49])[CH2:41]2)[CH2:23][CH2:24][CH2:25][CH2:26][CH2:27][CH2:28][NH:29][CH:30]2[CH2:31][C:32]([CH3:39])([CH3:38])[NH:33][C:34]([CH3:37])([CH3:36])[CH2:35]2)[N:17]=1)[CH:6]1[CH2:11][C:10]([CH3:12])([CH3:13])[NH:9][C:8]([CH3:14])([CH3:15])[CH2:7]1.[NH:5]=[O:52].